From a dataset of Reaction yield outcomes from USPTO patents with 853,638 reactions. Predict the reaction yield, written as a fraction of the theoretical maximum amount of product (1.0 means a 100% yield; for example, 0.34 means a 34% yield). (1) The reactants are [Br:1]N1C(=O)CCC1=O.[CH:9]([C:12]1[CH:17]=[CH:16][N:15]=[C:14]([NH2:18])[N:13]=1)([CH3:11])[CH3:10]. The yield is 1.13. The product is [Br:1][C:17]1[C:12]([CH:9]([CH3:11])[CH3:10])=[N:13][C:14]([NH2:18])=[N:15][CH:16]=1. The catalyst is C(Cl)(Cl)Cl. (2) The reactants are [CH3:1][C:2]1([CH3:16])[C:11]2[C:6](=[CH:7][C:8]([NH:12]C(=O)C)=[CH:9][CH:10]=2)[O:5][CH2:4][CH2:3]1.[OH-].[Na+]. The catalyst is Cl. The product is [CH3:1][C:2]1([CH3:16])[C:11]2[C:6](=[CH:7][C:8]([NH2:12])=[CH:9][CH:10]=2)[O:5][CH2:4][CH2:3]1. The yield is 0.920. (3) The reactants are N=[N+]=[N-].[N-:4]=[N+]=[N-].[Na+].O.[C@H:9]1(C(O)=O)[CH2:14][CH2:13][CH2:12][C@@H:11]([C:15]([OH:17])=[O:16])[CH2:10]1. The catalyst is C(Cl)(Cl)Cl.S(=O)(=O)(O)O. The product is [NH2:4][C@@H:9]1[CH2:14][CH2:13][CH2:12][C@H:11]([C:15]([OH:17])=[O:16])[CH2:10]1. The yield is 0.938. (4) The reactants are [O:1]=[C:2]1[CH2:7][CH2:6][CH2:5][CH2:4][CH:3]1[C:8]([O:10]CC)=O.[NH:13]1[CH2:18][CH2:17][CH2:16][CH2:15][CH2:14]1. The catalyst is C1(C)C=CC=CC=1. The product is [N:13]1([C:8]([CH:3]2[CH2:4][CH2:5][CH2:6][CH2:7][C:2]2=[O:1])=[O:10])[CH2:18][CH2:17][CH2:16][CH2:15][CH2:14]1. The yield is 0.960. (5) The reactants are C([O:3][C:4](=O)[NH:5][C:6](=[O:14])[C:7]([C:12]#[N:13])=[CH:8]OCC)C.[CH2:16]([O:18][C:19]([O:24][CH2:25][CH3:26])([CH3:23])[CH2:20][CH2:21][NH2:22])[CH3:17]. The catalyst is O. The product is [CH2:25]([O:24][C:19]([O:18][CH2:16][CH3:17])([CH3:23])[CH2:20][CH2:21][N:22]1[CH:8]=[C:7]([C:12]#[N:13])[C:6](=[O:14])[NH:5][C:4]1=[O:3])[CH3:26]. The yield is 0.830.